Dataset: Full USPTO retrosynthesis dataset with 1.9M reactions from patents (1976-2016). Task: Predict the reactants needed to synthesize the given product. (1) Given the product [CH3:31][NH:32][CH2:20][CH2:19][CH2:18][CH2:17][N:14]1[C:12]2[N:13]=[C:8]([C:4]3[CH:3]=[C:2]([OH:1])[CH:7]=[CH:6][CH:5]=3)[N:9]=[C:10]([N:22]3[CH2:27][CH2:26][O:25][CH2:24][CH2:23]3)[C:11]=2[N:16]=[N:15]1, predict the reactants needed to synthesize it. The reactants are: [OH:1][C:2]1[CH:3]=[C:4]([C:8]2[N:9]=[C:10]([N:22]3[CH2:27][CH2:26][O:25][CH2:24][CH2:23]3)[C:11]3[N:16]=[N:15][N:14]([CH2:17][CH2:18][CH2:19][CH:20]=O)[C:12]=3[N:13]=2)[CH:5]=[CH:6][CH:7]=1.CN.[BH3-][C:31]#[N:32].[Na+]. (2) Given the product [NH2:1][C:2]1[C:7]([Br:31])=[CH:6][C:5]([C:8]2[C:9]([CH3:14])=[N:10][O:11][C:12]=2[CH3:13])=[CH:4][C:3]=1[S:15]([NH:18][CH:19]1[CH2:23][CH2:22][CH2:21][CH2:20]1)(=[O:16])=[O:17], predict the reactants needed to synthesize it. The reactants are: [NH2:1][C:2]1[CH:7]=[CH:6][C:5]([C:8]2[C:9]([CH3:14])=[N:10][O:11][C:12]=2[CH3:13])=[CH:4][C:3]=1[S:15]([NH:18][CH:19]1[CH2:23][CH2:22][CH2:21][CH2:20]1)(=[O:17])=[O:16].C1C(=O)N([Br:31])C(=O)C1. (3) Given the product [NH2:1][C:2]1[C:7]([C:8]([C:10]2[CH:15]=[C:14]([F:16])[CH:13]=[CH:12][C:11]=2[O:17][CH3:18])=[O:9])=[CH:6][N:5]=[C:4]([NH:19][CH:20]2[CH2:21][CH2:22][N:23]([S:31]([C:29]3[C:28]4[CH:35]=[CH:36][CH:37]=[CH:38][C:27]=4[S:26][CH:30]=3)(=[O:32])=[O:33])[CH2:24][CH2:25]2)[N:3]=1, predict the reactants needed to synthesize it. The reactants are: [NH2:1][C:2]1[C:7]([C:8]([C:10]2[CH:15]=[C:14]([F:16])[CH:13]=[CH:12][C:11]=2[O:17][CH3:18])=[O:9])=[CH:6][N:5]=[C:4]([NH:19][CH:20]2[CH2:25][CH2:24][NH:23][CH2:22][CH2:21]2)[N:3]=1.[S:26]1[CH:30]=[C:29]([S:31](Cl)(=[O:33])=[O:32])[C:28]2[CH:35]=[CH:36][CH:37]=[CH:38][C:27]1=2. (4) Given the product [CH3:15][Si:14]([CH3:17])([CH3:16])[C:9]1[S:10][CH:11]=[CH:12][C:8]=1[O:7][CH3:6], predict the reactants needed to synthesize it. The reactants are: [Li]CCCC.[CH3:6][O:7][C:8]1[CH:12]=[CH:11][S:10][CH:9]=1.Cl[Si:14]([CH3:17])([CH3:16])[CH3:15]. (5) Given the product [S:21]1[C:2]2=[CH:3][N:4]=[CH:5][CH:6]=[C:7]2[CH:8]=[C:22]1[C:23]([O:25][CH3:26])=[O:24], predict the reactants needed to synthesize it. The reactants are: F[C:2]1[CH:3]=[N:4][CH:5]=[CH:6][C:7]=1[CH:8]=O.CN(C)C=O.C(=O)([O-])[O-].[K+].[K+].[SH:21][CH2:22][C:23]([O:25][CH3:26])=[O:24]. (6) Given the product [F:14][C:9]([P:15]([C:18]([F:23])([F:24])[C:19]([F:22])([F:21])[F:20])(=[O:16])[O-:17])([F:8])[C:10]([F:13])([F:12])[F:11].[CH3:1][N:2]([CH3:3])[C:28](=[N+:26]([CH3:27])[CH3:25])[N:30]([CH3:32])[CH3:31], predict the reactants needed to synthesize it. The reactants are: [CH3:1][N:2]([Si](C)(C)C)[CH3:3].[F:8][C:9]([P:15]([C:18]([F:24])([F:23])[C:19]([F:22])([F:21])[F:20])(=[O:17])[O-:16])([F:14])[C:10]([F:13])([F:12])[F:11].[CH3:25][N:26]([C+:28]([N:30]([CH3:32])[CH3:31])Cl)[CH3:27]. (7) Given the product [CH3:21][S:20][C:18]1[NH:19][C:14](=[O:13])[C:15]2[C:3]([C:4]3[CH:9]=[CH:8][CH:7]=[CH:6][CH:5]=3)=[CH:2][O:22][C:16]=2[N:17]=1, predict the reactants needed to synthesize it. The reactants are: Cl[C:2]([N+]([O-])=O)=[CH:3][C:4]1[CH:9]=[CH:8][CH:7]=[CH:6][CH:5]=1.[OH:13][C:14]1[N:19]=[C:18]([S:20][CH3:21])[NH:17][C:16](=[O:22])[CH:15]=1.C1CCN2C(=NCCC2)CC1.